From a dataset of Experimentally validated miRNA-target interactions with 360,000+ pairs, plus equal number of negative samples. Binary Classification. Given a miRNA mature sequence and a target amino acid sequence, predict their likelihood of interaction. (1) The miRNA is mmu-miR-1190 with sequence UCAGCUGAGGUUCCCCUCUGUC. The protein sequence of the target gene is MNPNCARCGKIVYPTEKVNCLDKYWHKACFHCETCKMTLNMKNYKGYEKKPYCNAHYPKQSFTMVADTPENLRLKQQSELQSQVRYKEEFEKNKGKGFSVVADTPELQRIKKTQDQISNIKYHEEFEKSRMGPSGGEGVEPERREAQDSSSYRRPTEQQQPQPHHIPTSAPVYQQPQQQQMTSSYGGYKEPAAPVSIQRSAPGGGGKRYRAVYDYSAADEDEVSFQDGDTIVNVQQIDDGWMYGTVERTGDTGMLPANYVEAI. Result: 0 (no interaction). (2) The miRNA is hsa-miR-4651 with sequence CGGGGUGGGUGAGGUCGGGC. The protein sequence of the target gene is MNRIRIHVLPTNRGRITPVPRSQEPLSCAFTHRPCSHPRLEGQEFCIKHILEDKNAPFKQCSYISTKNGKRCPNAAPKPEKKDGVSFCAEHVRRNALALHAQMKKTNPGPVGETLLCQLSSYAKTELGSQTPESSRSEASRILDEDSWSDGEQEPITVDQTWRGDPDSEADSIDSDQEDPLKHAGVYTAEEVALIMREKLIRLQSLYIDQFKRLQHLLKEKKRRYLHNRKVEHEALGSSLLTGPEGLLAKERENLKRLKCLRRYRQRYGVEALLHRQLKERRMLATDGAAQQAHTTRSSQ.... Result: 0 (no interaction). (3) The miRNA is mmu-miR-297a-5p with sequence AUGUAUGUGUGCAUGUGCAUGU. The protein sequence of the target gene is MGFGRGCETTAVPLLVAVAALLVGTAGHLYPGEVCPGMDIRNNLTRLHELENCSVIEGHLQILLMFKTRPEDFRDLSFPKLIMITDYLLLFRVYGLESLKDLFPNLTVIRGSRLFFNYALVIFEMVHLKELGLYNLMNITRGSVRIEKNNELCYLATIDWSRILDSVEDNYIVLNKDDNEECGDVCPGTAKGKTNCPATVINGQFVERCWTHSHCQKVCPTICKSHGCTAEGLCCHKECLGNCSEPDDPTKCVACRNFYLDGQCVETCPPPYYHFQDWRCVNFSFCQDLHFKCRNSRKPG.... Result: 1 (interaction). (4) The miRNA is rno-miR-140-3p with sequence UACCACAGGGUAGAACCACGG. The protein sequence of the target gene is MMCEVMPTINEDTPMSQRGSQSSGSDSDSHFEQLMVNMLDERDRLLDTLRETQESLSLAQQRLQDVIYDRDSLQRQLNSALPQDIESLTGGLAGSKGADPPEFAALTKELNACREQLLEKEEEISELKAERNNTRLLLEHLECLVSRHERSLRMTVVKRQAQSPSGVSSEVEVLKALKSLFEHHKALDEKVRERLRVSLERVSALEEELAAANQEIVALREQNVHIQRKMASSEGSTESEHLEGMEPGQKVHEKRLSNGSIDSTDETSQIVELQELLEKQNYEMAQMKERLAALSSRVGE.... Result: 0 (no interaction). (5) The miRNA is mmu-miR-3971 with sequence CUCCCCACCCCUGUACCAGUGA. The protein sequence of the target gene is MAAATVGRDTLPEHWSYGVCRDGRVFFINDQLRCTTWLHPRTGEPVNSGHMIRSDLPRGWEEGFTEEGASYFIDHNQQTTAFRHPVTGQFSPENSEFILQEEPNPHMSKQDRNQRPSSMVSETSTAGTASTLEAKPGPKIIKSSSKVHSFGKRDQAIRRNPNVPVVVRGWLHKQDSSGMRLWKRRWFVLADYCLFYYKDSREEAVLGSIPLPSYVISPVAPEDRISRKYSFKAVHTGMRALIYNSSTAGSQAEQSGMRTYYFSADTQEDMNAWVRAMNQAAQVLSRSSLKRDMEKVERQA.... Result: 0 (no interaction).